Dataset: NCI-60 drug combinations with 297,098 pairs across 59 cell lines. Task: Regression. Given two drug SMILES strings and cell line genomic features, predict the synergy score measuring deviation from expected non-interaction effect. Drug 1: C1=CC=C(C(=C1)C(C2=CC=C(C=C2)Cl)C(Cl)Cl)Cl. Drug 2: CC(C)NC(=O)C1=CC=C(C=C1)CNNC.Cl. Cell line: OVCAR-8. Synergy scores: CSS=-1.14, Synergy_ZIP=-0.491, Synergy_Bliss=-1.94, Synergy_Loewe=-0.318, Synergy_HSA=-1.62.